From a dataset of NCI-60 drug combinations with 297,098 pairs across 59 cell lines. Regression. Given two drug SMILES strings and cell line genomic features, predict the synergy score measuring deviation from expected non-interaction effect. (1) Drug 1: CC12CCC3C(C1CCC2OP(=O)(O)O)CCC4=C3C=CC(=C4)OC(=O)N(CCCl)CCCl.[Na+]. Drug 2: N.N.Cl[Pt+2]Cl. Cell line: SW-620. Synergy scores: CSS=24.9, Synergy_ZIP=-11.7, Synergy_Bliss=-2.33, Synergy_Loewe=-22.7, Synergy_HSA=-0.528. (2) Drug 1: CN(C)N=NC1=C(NC=N1)C(=O)N. Drug 2: C1CC(=O)NC(=O)C1N2C(=O)C3=CC=CC=C3C2=O. Cell line: SNB-75. Synergy scores: CSS=1.61, Synergy_ZIP=0.763, Synergy_Bliss=2.54, Synergy_Loewe=0.921, Synergy_HSA=0.761. (3) Drug 1: CC1OCC2C(O1)C(C(C(O2)OC3C4COC(=O)C4C(C5=CC6=C(C=C35)OCO6)C7=CC(=C(C(=C7)OC)O)OC)O)O. Drug 2: CC12CCC3C(C1CCC2OP(=O)(O)O)CCC4=C3C=CC(=C4)OC(=O)N(CCCl)CCCl.[Na+]. Cell line: CCRF-CEM. Synergy scores: CSS=42.3, Synergy_ZIP=3.66, Synergy_Bliss=-4.37, Synergy_Loewe=-23.8, Synergy_HSA=-3.47. (4) Drug 1: CC1OCC2C(O1)C(C(C(O2)OC3C4COC(=O)C4C(C5=CC6=C(C=C35)OCO6)C7=CC(=C(C(=C7)OC)O)OC)O)O. Drug 2: CC1C(C(CC(O1)OC2CC(CC3=C2C(=C4C(=C3O)C(=O)C5=C(C4=O)C(=CC=C5)OC)O)(C(=O)CO)O)N)O.Cl. Cell line: SF-295. Synergy scores: CSS=50.8, Synergy_ZIP=-7.59, Synergy_Bliss=-7.40, Synergy_Loewe=-3.52, Synergy_HSA=-1.97. (5) Drug 1: C1=CN(C(=O)N=C1N)C2C(C(C(O2)CO)O)O.Cl. Drug 2: C1CCC(C(C1)N)N.C(=O)(C(=O)[O-])[O-].[Pt+4]. Cell line: T-47D. Synergy scores: CSS=24.6, Synergy_ZIP=-10.9, Synergy_Bliss=-0.156, Synergy_Loewe=2.01, Synergy_HSA=3.94. (6) Drug 1: CC(C)NC(=O)C1=CC=C(C=C1)CNNC.Cl. Drug 2: CC12CCC3C(C1CCC2OP(=O)(O)O)CCC4=C3C=CC(=C4)OC(=O)N(CCCl)CCCl.[Na+]. Cell line: SF-268. Synergy scores: CSS=25.4, Synergy_ZIP=-7.55, Synergy_Bliss=2.85, Synergy_Loewe=3.23, Synergy_HSA=2.76. (7) Synergy scores: CSS=16.2, Synergy_ZIP=1.59, Synergy_Bliss=6.15, Synergy_Loewe=5.22, Synergy_HSA=6.27. Drug 1: C1CC(C1)(C(=O)O)C(=O)O.[NH2-].[NH2-].[Pt+2]. Drug 2: COCCOC1=C(C=C2C(=C1)C(=NC=N2)NC3=CC=CC(=C3)C#C)OCCOC.Cl. Cell line: DU-145.